Dataset: Full USPTO retrosynthesis dataset with 1.9M reactions from patents (1976-2016). Task: Predict the reactants needed to synthesize the given product. (1) Given the product [CH2:1]([O:8][C:9]([N:11]1[CH2:16][CH2:15][CH:14]([CH:17]([N:23]2[CH2:28][CH2:27][NH:26][CH2:25][C:24]2=[O:36])[CH2:18][C:19]([O:21][CH3:22])=[O:20])[CH2:13][CH2:12]1)=[O:10])[C:2]1[CH:7]=[CH:6][CH:5]=[CH:4][CH:3]=1, predict the reactants needed to synthesize it. The reactants are: [CH2:1]([O:8][C:9]([N:11]1[CH2:16][CH2:15][CH:14]([CH:17]([N:23]2[CH2:28][CH2:27][N:26](C(OC(C)(C)C)=O)[CH2:25][C:24]2=[O:36])[CH2:18][C:19]([O:21][CH3:22])=[O:20])[CH2:13][CH2:12]1)=[O:10])[C:2]1[CH:7]=[CH:6][CH:5]=[CH:4][CH:3]=1.Cl. (2) Given the product [CH2:7]([NH:10][C:11]1[N:20]=[C:19]([NH:21][CH2:22][CH:23]=[CH2:24])[C:18]2[C:13](=[CH:14][CH:15]=[C:16]([NH2:25])[CH:17]=2)[N:12]=1)[CH:8]=[CH2:9], predict the reactants needed to synthesize it. The reactants are: O.O.[Sn](Cl)Cl.Cl.[CH2:7]([NH:10][C:11]1[N:20]=[C:19]([NH:21][CH2:22][CH:23]=[CH2:24])[C:18]2[C:13](=[CH:14][CH:15]=[C:16]([N+:25]([O-])=O)[CH:17]=2)[N:12]=1)[CH:8]=[CH2:9].[OH-].[Na+].